This data is from Forward reaction prediction with 1.9M reactions from USPTO patents (1976-2016). The task is: Predict the product of the given reaction. Given the reactants [Cl:1][C:2]1[CH:3]=[C:4]2[C:8](=[CH:9][C:10]=1[F:11])[NH:7][C:6](=[O:12])[C:5]2=[O:13].N1C2C(=CC=CC=2)C(=O)C1=O.[F:25][CH:26]([F:36])[CH2:27][O:28][C:29]1[CH:34]=[CH:33][CH:32]=[CH:31][C:30]=1I, predict the reaction product. The product is: [Cl:1][C:2]1[CH:3]=[C:4]2[C:8](=[CH:9][C:10]=1[F:11])[NH:7][C:6](=[O:12])[C:5]2([C:30]1[CH:31]=[CH:32][CH:33]=[CH:34][C:29]=1[O:28][CH2:27][CH:26]([F:25])[F:36])[OH:13].